Dataset: Full USPTO retrosynthesis dataset with 1.9M reactions from patents (1976-2016). Task: Predict the reactants needed to synthesize the given product. (1) Given the product [C:1]1([C:7]2[N:12]=[CH:11][C:10]([C:13]3[N:14]=[C:15]([C:16]4[CH:17]=[N:18][CH:19]=[CH:20][CH:21]=4)[NH:23][N:24]=3)=[CH:9][N:8]=2)[CH:2]=[CH:3][CH:4]=[CH:5][CH:6]=1, predict the reactants needed to synthesize it. The reactants are: [C:1]1([C:7]2[N:12]=[CH:11][C:10]([C:13]#[N:14])=[CH:9][N:8]=2)[CH:6]=[CH:5][CH:4]=[CH:3][CH:2]=1.[C:15]([NH:23][NH2:24])(=O)[C:16]1[CH:21]=[CH:20][CH:19]=[N:18][CH:17]=1. (2) Given the product [CH3:18][O:17][CH2:16][CH2:15][O:14][CH2:13][CH2:12][O:11][CH2:10][CH2:9][O:8][CH2:7][CH2:6][CH2:5][C:4]([OH:19])=[O:3], predict the reactants needed to synthesize it. The reactants are: C([O:3][C:4](=[O:19])[CH2:5][CH2:6][CH2:7][O:8][CH2:9][CH2:10][O:11][CH2:12][CH2:13][O:14][CH2:15][CH2:16][O:17][CH3:18])C.Cl.